This data is from NCI-60 drug combinations with 297,098 pairs across 59 cell lines. The task is: Regression. Given two drug SMILES strings and cell line genomic features, predict the synergy score measuring deviation from expected non-interaction effect. (1) Drug 1: CC1OCC2C(O1)C(C(C(O2)OC3C4COC(=O)C4C(C5=CC6=C(C=C35)OCO6)C7=CC(=C(C(=C7)OC)O)OC)O)O. Synergy scores: CSS=22.5, Synergy_ZIP=-5.48, Synergy_Bliss=0.589, Synergy_Loewe=2.97, Synergy_HSA=3.64. Cell line: UO-31. Drug 2: CS(=O)(=O)CCNCC1=CC=C(O1)C2=CC3=C(C=C2)N=CN=C3NC4=CC(=C(C=C4)OCC5=CC(=CC=C5)F)Cl. (2) Drug 1: COC1=NC(=NC2=C1N=CN2C3C(C(C(O3)CO)O)O)N. Drug 2: C(CN)CNCCSP(=O)(O)O. Cell line: HCT-15. Synergy scores: CSS=-4.62, Synergy_ZIP=-0.143, Synergy_Bliss=-7.00, Synergy_Loewe=-2.19, Synergy_HSA=-10.4. (3) Drug 1: CC12CCC(CC1=CCC3C2CCC4(C3CC=C4C5=CN=CC=C5)C)O. Drug 2: COC1=CC(=CC(=C1O)OC)C2C3C(COC3=O)C(C4=CC5=C(C=C24)OCO5)OC6C(C(C7C(O6)COC(O7)C8=CC=CS8)O)O. Cell line: HCT-15. Synergy scores: CSS=57.0, Synergy_ZIP=3.46, Synergy_Bliss=4.33, Synergy_Loewe=-12.2, Synergy_HSA=4.01. (4) Drug 1: C1=CC(=C2C(=C1NCCNCCO)C(=O)C3=C(C=CC(=C3C2=O)O)O)NCCNCCO. Drug 2: C#CCC(CC1=CN=C2C(=N1)C(=NC(=N2)N)N)C3=CC=C(C=C3)C(=O)NC(CCC(=O)O)C(=O)O. Cell line: MCF7. Synergy scores: CSS=25.5, Synergy_ZIP=-1.32, Synergy_Bliss=-4.44, Synergy_Loewe=-3.81, Synergy_HSA=-3.75. (5) Drug 1: CC1=CC=C(C=C1)C2=CC(=NN2C3=CC=C(C=C3)S(=O)(=O)N)C(F)(F)F. Drug 2: CC1=C(C=C(C=C1)NC(=O)C2=CC=C(C=C2)CN3CCN(CC3)C)NC4=NC=CC(=N4)C5=CN=CC=C5. Cell line: NCI-H322M. Synergy scores: CSS=4.48, Synergy_ZIP=-0.522, Synergy_Bliss=3.23, Synergy_Loewe=1.30, Synergy_HSA=1.69. (6) Drug 1: C1=C(C(=O)NC(=O)N1)N(CCCl)CCCl. Drug 2: CCCCC(=O)OCC(=O)C1(CC(C2=C(C1)C(=C3C(=C2O)C(=O)C4=C(C3=O)C=CC=C4OC)O)OC5CC(C(C(O5)C)O)NC(=O)C(F)(F)F)O. Cell line: OVCAR3. Synergy scores: CSS=16.7, Synergy_ZIP=-7.35, Synergy_Bliss=3.32, Synergy_Loewe=3.10, Synergy_HSA=3.36. (7) Drug 1: CCC1=CC2CC(C3=C(CN(C2)C1)C4=CC=CC=C4N3)(C5=C(C=C6C(=C5)C78CCN9C7C(C=CC9)(C(C(C8N6C)(C(=O)OC)O)OC(=O)C)CC)OC)C(=O)OC.C(C(C(=O)O)O)(C(=O)O)O. Drug 2: CC1=C2C(C(=O)C3(C(CC4C(C3C(C(C2(C)C)(CC1OC(=O)C(C(C5=CC=CC=C5)NC(=O)OC(C)(C)C)O)O)OC(=O)C6=CC=CC=C6)(CO4)OC(=O)C)O)C)O. Cell line: A498. Synergy scores: CSS=25.8, Synergy_ZIP=-11.9, Synergy_Bliss=-1.94, Synergy_Loewe=-5.19, Synergy_HSA=1.34. (8) Drug 1: C(CC(=O)O)C(=O)CN.Cl. Drug 2: COCCOC1=C(C=C2C(=C1)C(=NC=N2)NC3=CC=CC(=C3)C#C)OCCOC.Cl. Cell line: A498. Synergy scores: CSS=14.5, Synergy_ZIP=-0.863, Synergy_Bliss=1.77, Synergy_Loewe=-3.84, Synergy_HSA=1.26.